From a dataset of TCR-epitope binding with 47,182 pairs between 192 epitopes and 23,139 TCRs. Binary Classification. Given a T-cell receptor sequence (or CDR3 region) and an epitope sequence, predict whether binding occurs between them. (1) The epitope is PROT_97E67BCC. The TCR CDR3 sequence is CASSDLASGTDTQYF. Result: 1 (the TCR binds to the epitope). (2) The epitope is GLCTLVAML. The TCR CDR3 sequence is CASSWGAGQPQHF. Result: 1 (the TCR binds to the epitope). (3) The epitope is TPQDLNTML. The TCR CDR3 sequence is CASSLGQLREAFF. Result: 1 (the TCR binds to the epitope). (4) The epitope is ALLADKFPV. The TCR CDR3 sequence is CASSLLVSTDTQYF. Result: 0 (the TCR does not bind to the epitope).